Predict the product of the given reaction. From a dataset of Forward reaction prediction with 1.9M reactions from USPTO patents (1976-2016). (1) Given the reactants [CH2:1]([CH:3]([NH:6][C:7]1[N:15]=[C:14]([CH3:16])[N:13]=[C:12]2[C:8]=1[NH:9][C:10](=[O:26])[N:11]2[C:17]1[C:22]([CH3:23])=[CH:21][C:20]([CH3:24])=[CH:19][C:18]=1[CH3:25])[CH2:4][CH3:5])[CH3:2].[CH3:27][Si]([N-][Si](C)(C)C)(C)C.[Li+], predict the reaction product. The product is: [CH2:1]([CH:3]([NH:6][C:7]1[N:15]=[C:14]([CH3:16])[N:13]=[C:12]2[C:8]=1[N:9]([CH3:27])[C:10](=[O:26])[N:11]2[C:17]1[C:22]([CH3:23])=[CH:21][C:20]([CH3:24])=[CH:19][C:18]=1[CH3:25])[CH2:4][CH3:5])[CH3:2]. (2) Given the reactants [Cl:1][C:2]1[C:3]([C:21]#[C:22][CH2:23][C:24]2([CH3:30])[CH2:28][O:27][C:26](=[O:29])[NH:25]2)=[CH:4][C:5]2[C:6](=[O:20])[C:7]3[C:12]([S:13][C:14]=2[CH:15]=1)=[CH:11][C:10]([C:16]([F:19])([F:18])[F:17])=[CH:9][CH:8]=3, predict the reaction product. The product is: [Cl:1][C:2]1[C:3]([CH2:21][CH2:22][CH2:23][C:24]2([CH3:30])[CH2:28][O:27][C:26](=[O:29])[NH:25]2)=[CH:4][C:5]2[C:6](=[O:20])[C:7]3[C:12]([S:13][C:14]=2[CH:15]=1)=[CH:11][C:10]([C:16]([F:19])([F:17])[F:18])=[CH:9][CH:8]=3. (3) Given the reactants [NH:1]([C:8]1[N:9]([C:24]2[CH:29]=[CH:28][CH:27]=[CH:26][CH:25]=2)[C:10]2[C:15]([C:16](=[O:18])[CH:17]=1)=[C:14]([C:19]([F:22])([F:21])[F:20])[CH:13]=[C:12](Cl)[N:11]=2)[C:2]1[CH:7]=[CH:6][CH:5]=[CH:4][CH:3]=1.[CH3:30][S:31]([NH2:34])(=[O:33])=[O:32].C([O-])([O-])=O.[K+].[K+], predict the reaction product. The product is: [NH:1]([C:8]1[N:9]([C:24]2[CH:29]=[CH:28][CH:27]=[CH:26][CH:25]=2)[C:10]2[N:11]=[C:12]([NH:34][S:31]([CH3:30])(=[O:33])=[O:32])[CH:13]=[C:14]([C:19]([F:22])([F:21])[F:20])[C:15]=2[C:16](=[O:18])[CH:17]=1)[C:2]1[CH:7]=[CH:6][CH:5]=[CH:4][CH:3]=1. (4) Given the reactants [CH3:1][O:2][C:3]1[CH:4]=[C:5]([CH2:13][CH2:14][C:15](Cl)=[O:16])[CH:6]=[CH:7][C:8]=1[O:9][CH2:10][C:11]#[CH:12].[C:18]1([C:24]2[CH:31]=[CH:30][C:27]([CH2:28][NH2:29])=[CH:26][CH:25]=2)[CH:23]=[CH:22][CH:21]=[CH:20][CH:19]=1.C(N(CC)CC)C.O1CCCC1, predict the reaction product. The product is: [C:18]1([C:24]2[CH:25]=[CH:26][C:27]([CH2:28][NH:29][C:15](=[O:16])[CH2:14][CH2:13][C:5]3[CH:6]=[CH:7][C:8]([O:9][CH2:10][C:11]#[CH:12])=[C:3]([O:2][CH3:1])[CH:4]=3)=[CH:30][CH:31]=2)[CH:19]=[CH:20][CH:21]=[CH:22][CH:23]=1. (5) Given the reactants [CH3:1][C@@:2]1([C:18]([F:21])([F:20])[F:19])[CH2:17][N:5]2[C:6](=[O:16])[CH:7]=[C:8]([N:10]3[CH2:15][CH2:14][O:13][CH2:12][CH2:11]3)[N:9]=[C:4]2[NH:3]1.[H-].[Na+].[Cl:24][C:25]1[CH:33]=[CH:32][CH:31]=[CH:30][C:26]=1[C:27](Cl)=[O:28], predict the reaction product. The product is: [Cl:24][C:25]1[CH:33]=[CH:32][CH:31]=[CH:30][C:26]=1[C:27]([N:3]1[C:4]2=[N:9][C:8]([N:10]3[CH2:11][CH2:12][O:13][CH2:14][CH2:15]3)=[CH:7][C:6](=[O:16])[N:5]2[CH2:17][C@@:2]1([CH3:1])[C:18]([F:21])([F:19])[F:20])=[O:28]. (6) Given the reactants Br[C:2]1[CH:3]=[C:4]2[C:8](=[CH:9][CH:10]=1)[N:7]([CH2:11][CH2:12][O:13][C:14]1[CH:19]=[CH:18][C:17]([O:20][C:21]([F:24])([F:23])[F:22])=[CH:16][CH:15]=1)[C:6]([C:25]([O:27][CH2:28][CH3:29])=[O:26])=[CH:5]2.[BH3:30].[OH:31][C:32]([C:35]([OH:38])([CH3:37])[CH3:36])([CH3:34])[CH3:33].CC([O-])=O.[K+], predict the reaction product. The product is: [CH3:33][C:32]1([CH3:34])[C:35]([CH3:37])([CH3:36])[O:38][B:30]([C:2]2[CH:3]=[C:4]3[C:8](=[CH:9][CH:10]=2)[N:7]([CH2:11][CH2:12][O:13][C:14]2[CH:19]=[CH:18][C:17]([O:20][C:21]([F:24])([F:23])[F:22])=[CH:16][CH:15]=2)[C:6]([C:25]([O:27][CH2:28][CH3:29])=[O:26])=[CH:5]3)[O:31]1. (7) Given the reactants [CH2:1]([N:3]1[C:7]2[N:8]=[C:9]([C:18]3[CH:23]=[CH:22][C:21]([NH:24][C:25]([NH:27][C:28]4[CH:36]=[CH:35][C:31]([C:32](O)=[O:33])=[CH:30][CH:29]=4)=[O:26])=[CH:20][CH:19]=3)[N:10]=[C:11]([N:12]3[CH2:17][CH2:16][O:15][CH2:14][CH2:13]3)[C:6]=2[N:5]=[N:4]1)[CH3:2].[O:37]1[CH2:42][CH2:41][N:40]([CH:43]2[CH2:48][CH2:47][NH:46][CH2:45][CH2:44]2)[CH2:39][CH2:38]1.CCN(CC)CC.C1C=CC2N(O)N=NC=2C=1.CCN=C=NCCCN(C)C, predict the reaction product. The product is: [CH2:1]([N:3]1[C:7]2[N:8]=[C:9]([C:18]3[CH:19]=[CH:20][C:21]([NH:24][C:25]([NH:27][C:28]4[CH:36]=[CH:35][C:31]([C:32]([N:46]5[CH2:47][CH2:48][CH:43]([N:40]6[CH2:41][CH2:42][O:37][CH2:38][CH2:39]6)[CH2:44][CH2:45]5)=[O:33])=[CH:30][CH:29]=4)=[O:26])=[CH:22][CH:23]=3)[N:10]=[C:11]([N:12]3[CH2:13][CH2:14][O:15][CH2:16][CH2:17]3)[C:6]=2[N:5]=[N:4]1)[CH3:2]. (8) Given the reactants [C:1]1([CH2:11][C:12]2[O:16][N:15]=[C:14]([C:17]([OH:19])=O)[CH:13]=2)[C:10]2[C:5](=[CH:6][CH:7]=[CH:8][CH:9]=2)[CH:4]=[CH:3][CH:2]=1.Cl.[O:21]1[CH2:25][CH2:24][CH:23]([CH2:26][NH2:27])[CH2:22]1.C(N(CC)CC)C.ON1C2C=CC=CC=2N=N1.Cl.C(N=C=NCCCN(C)C)C, predict the reaction product. The product is: [O:21]1[CH2:25][CH2:24][CH:23]([CH2:26][NH:27][C:17]([C:14]2[CH:13]=[C:12]([CH2:11][C:1]3[C:10]4[C:5](=[CH:6][CH:7]=[CH:8][CH:9]=4)[CH:4]=[CH:3][CH:2]=3)[O:16][N:15]=2)=[O:19])[CH2:22]1.